The task is: Predict the product of the given reaction.. This data is from Forward reaction prediction with 1.9M reactions from USPTO patents (1976-2016). (1) Given the reactants [NH2:1][C:2]([C:4]1[CH:5]=[C:6](Br)[CH:7]=[C:8]2[C:12]=1[NH:11][CH:10]=[C:9]2[CH:13]1[CH2:18][CH2:17][N:16]([C:19]([O:21][C:22]([CH3:25])([CH3:24])[CH3:23])=[O:20])[CH2:15][CH2:14]1)=[O:3].[F:27][C:28]1[CH:33]=[CH:32][C:31](B(O)O)=[CH:30][CH:29]=1.C(=O)([O-])[O-].[K+].[K+], predict the reaction product. The product is: [NH2:1][C:2]([C:4]1[CH:5]=[C:6]([C:31]2[CH:32]=[CH:33][C:28]([F:27])=[CH:29][CH:30]=2)[CH:7]=[C:8]2[C:12]=1[NH:11][CH:10]=[C:9]2[CH:13]1[CH2:18][CH2:17][N:16]([C:19]([O:21][C:22]([CH3:25])([CH3:24])[CH3:23])=[O:20])[CH2:15][CH2:14]1)=[O:3]. (2) The product is: [CH3:1][N:2]1[C:11]2[C:6](=[CH:7][N:8]=[C:9]([CH3:12])[CH:10]=2)[CH:5]=[C:4]([C:13]2[CH:14]=[C:15]([NH:20][C:21]([NH:23][NH:34][C:32](=[O:33])[CH2:31][CH:30]([CH3:36])[CH3:29])=[O:22])[CH:16]=[CH:17][C:18]=2[CH3:19])[C:3]1=[O:28]. Given the reactants [CH3:1][N:2]1[C:11]2[C:6](=[CH:7][N:8]=[C:9]([CH3:12])[CH:10]=2)[CH:5]=[C:4]([C:13]2[CH:14]=[C:15]([NH:20][C:21]([N:23]3C=CN=C3)=[O:22])[CH:16]=[CH:17][C:18]=2[CH3:19])[C:3]1=[O:28].[CH3:29][CH:30]([CH3:36])[CH2:31][C:32]([NH:34]N)=[O:33], predict the reaction product.